Dataset: Catalyst prediction with 721,799 reactions and 888 catalyst types from USPTO. Task: Predict which catalyst facilitates the given reaction. (1) Reactant: [Cl:1][C:2]1[CH:10]=[CH:9][C:8]2[NH:7][C:6]3[CH2:11][CH2:12][N:13]([CH3:16])[CH2:14][CH2:15][C:5]=3[C:4]=2[CH:3]=1.N1CCC[C@H]1C(O)=O.[O-]P([O-])([O-])=O.[K+].[K+].[K+].Cl[CH2:34][C:35]([N:37]1[CH2:41][CH2:40][CH2:39][CH2:38]1)=[O:36]. Product: [Cl:1][C:2]1[CH:10]=[CH:9][C:8]2[N:7]([CH2:34][C:35]([N:37]3[CH2:41][CH2:40][CH2:39][CH2:38]3)=[O:36])[C:6]3[CH2:11][CH2:12][N:13]([CH3:16])[CH2:14][CH2:15][C:5]=3[C:4]=2[CH:3]=1. The catalyst class is: 471. (2) Product: [C:1]([O:5][C:6]([N:8]1[CH2:13][CH2:12][C@@H:11]([O:14][CH3:22])[C@@H:10]([F:15])[CH2:9]1)=[O:7])([CH3:4])([CH3:2])[CH3:3]. Reactant: [C:1]([O:5][C:6]([N:8]1[CH2:13][CH2:12][C@@H:11]([OH:14])[C@@H:10]([F:15])[CH2:9]1)=[O:7])([CH3:4])([CH3:3])[CH3:2].[H-].[Na+].S(OC)(O[CH3:22])(=O)=O. The catalyst class is: 30. (3) Product: [CH3:20][C:21](=[N:1][C@@H:2]1[CH2:6][CH2:5][N:4]([C:7]([O:9][C:10]([CH3:13])([CH3:12])[CH3:11])=[O:8])[CH2:3]1)[CH3:23]. The catalyst class is: 4. Reactant: [NH2:1][C@@H:2]1[CH2:6][CH2:5][N:4]([C:7]([O:9][C:10]([CH3:13])([CH3:12])[CH3:11])=[O:8])[CH2:3]1.S([O-])([O-])(=O)=O.[Mg+2].[CH3:20][C:21]([CH3:23])=O. (4) Reactant: [Na].[F:2][C:3]([F:7])([F:6])[CH2:4][OH:5].[F:8][C:9]([F:29])([F:28])[O:10][C:11]1[CH:16]=[CH:15][C:14]([N:17]2[CH2:21][CH:20]3[CH2:22][C:23]4([CH2:26][CH:19]3[C:18]2=[O:27])[CH2:25][O:24]4)=[CH:13][CH:12]=1. Product: [OH:24][C:23]1([CH2:25][O:5][CH2:4][C:3]([F:7])([F:6])[F:2])[CH2:26][CH:19]2[C:18](=[O:27])[N:17]([C:14]3[CH:13]=[CH:12][C:11]([O:10][C:9]([F:8])([F:28])[F:29])=[CH:16][CH:15]=3)[CH2:21][CH:20]2[CH2:22]1. The catalyst class is: 6. (5) Reactant: [NH2:1][C:2]1[C:7]([C:8]([C:10]2[CH:15]=[C:14]([F:16])[CH:13]=[CH:12][C:11]=2[O:17][CH3:18])=[O:9])=[CH:6][N:5]=[C:4]([NH:19][CH:20]2[CH2:25][CH2:24][NH:23][CH2:22][CH2:21]2)[N:3]=1.C(N(C(C)C)CC)(C)C.[CH3:35][C:36]1[C:40]([S:41](Cl)(=[O:43])=[O:42])=[C:39]([CH3:45])[O:38][N:37]=1.O. Product: [NH2:1][C:2]1[C:7]([C:8]([C:10]2[CH:15]=[C:14]([F:16])[CH:13]=[CH:12][C:11]=2[O:17][CH3:18])=[O:9])=[CH:6][N:5]=[C:4]([NH:19][CH:20]2[CH2:21][CH2:22][N:23]([S:41]([C:40]3[C:36]([CH3:35])=[N:37][O:38][C:39]=3[CH3:45])(=[O:43])=[O:42])[CH2:24][CH2:25]2)[N:3]=1. The catalyst class is: 7.